From a dataset of Drug-target binding data from BindingDB using IC50 measurements. Regression. Given a target protein amino acid sequence and a drug SMILES string, predict the binding affinity score between them. We predict pIC50 (pIC50 = -log10(IC50 in M); higher means more potent). Dataset: bindingdb_ic50. (1) The drug is O=C(O)CNC(=O)Cn1c2c(c3cc(Cl)ccc31)CC[C@@H](C(=O)O)C2. The target protein (P0A988) has sequence MKFTVEREHLLKPLQQVSGPLGGRPTLPILGNLLLQVADGTLSLTGTDLEMEMVARVALVQPHEPGATTVPARKFFDICRGLPEGAEIAVQLEGERMLVRSGRSRFSLSTLPAADFPNLDDWQSEVEFTLPQATMKRLIEATQFSMAHQDVRYYLNGMLFETEGEELRTVATDGHRLAVCSMPIGQSLPSHSVIVPRKGVIELMRMLDGGDNPLRVQIGSNNIRAHVGDFIFTSKLVDGRFPDYRRVLPKNPDKHLEAGCDLLKQAFARAAILSNEKFRGVRLYVSENQLKITANNPEQEEAEEILDVTYSGAEMEIGFNVSYVLDVLNALKCENVRMMLTDSVSSVQIEDAASQSAAYVVMPMRL. The pIC50 is 4.1. (2) The compound is CC1(C)N=C(N)N=C(N)N1OCCCOc1cccc(C(=O)/C=C/c2ccccc2)c1.Cl. The target protein (O89049) has sequence MNDSKDAPKSYDFDLIIIGGGSGGLAAAKEAAKFDKKVMVLDFVTPTPLGTRWGLGGTCVNVGCIPKKLMHQAALLGQALKDSRNYGWKLEDTVKHDWEKMTESVQNHIGSLNWGYRVALREKKVVYENAYGKFIGPHKIMATNNKGKEKVYSAERFLIATGERPRYLGIPGDKEYCISSDDLFSLPYCPGKTLVVGASYVALECAGFLAGIGLDVTVMVRSILLRGFDQDMANKIGEHMEEHGIKFIRQFVPTKIEQIEAGTPGRLKVTAKSTNSEETIEDEFNTVLLAVGRDSCTRTIGLETVGVKINEKTGKIPVTDEEQTNVPYIYAIGDILEGKLELTPVAIQAGRLLAQRLYGGSTVKCDYDNVPTTVFTPLEYGCCGLSEEKAVEKFGEENIEVYHSFFWPLEWTVPSRDNNKCYAKVICNLKDNERVVGFHVLGPNAGEVTQGFAAALKCGLTKQQLDSTIGIHPVCAEIFTTLSVTKRSGGDILQSGCG. The pIC50 is 5.0. (3) The small molecule is COc1ccc(CC(C(=O)O)C(=O)O)cc1OC. The target protein (P04642) has sequence MAALKDQLIVNLLKEEQVPQNKITVVGVGAVGMACAISILMKDLADELALVDVIEDKLKGEMMDLQHGSLFLKTPKIVSSKDYSVTANSKLVIITAGARQQEGESRLNLVQRNVNIFKFIIPNVVKYSPQCKLLIVSNPVDILTYVAWKISGFPKNRVIGSGCNLDSARFRYLMGERLGVHPLSCHGWVLGEHGDSSVPVWSGVNVAGVSLKSLNPQLGTDADKEQWKDVHKQVVDSAYEVIKLKGYTSWAIGLSVADLAESIMKNLRRVHPISTMIKGLYGIKEDVFLSVPCILGQNGISDVVKVTLTPDEEARLKKSADTLWGIQKELQF. The pIC50 is 3.3. (4) The drug is O=C(Nc1cccc2cccnc12)c1ccc(N2C(=O)[C@H]3[C@H]4C=C[C@H](C4)[C@H]3C2=O)cc1. The target protein (Q3UES3) has sequence MSGRRCAGGGAACASAGAEAVEPSARELFEACRNGDVERVKRLVTPEKVNSRDTAGRKSTPLHFAAGFGRKDVVEYLLQNGANVQARDDGGLIPLHNACSFGHAEVVNLLLQHGADPNARDNWNYTPLHEAAIKGKIDVCIVLLQHGAEPTIRNTDGRTALDLADPSAKAVLTGDYKKDELLESARSGNEEKMMALLTPLNVNCHASDGRKSTPLHLAAGYNRVKIVQLLLHHGADVHAKDKGDLVPLHNACSYGHYEVTELLVKHGACVNAMDLWQFTPLHEAASKNRIEVCSLLLSYGADPTLLNCHNKSAIDLAPTAQLKERLSYEFKGHSLLQAAREADVTRIKKHLSLEMVNFKHPQTHETALHCAAASPYPKRKQICELLLRKGANTNEKTKEFLTPLHVASENAHNDVVEVVVKHEAKVNALDSLGQTSLHRAAHCGHLQTCRLLLSYGCDPNIISLQGFTALQMGNENVQQLLQEGASLGHSEADRQLLEAA.... The pIC50 is 7.2. (5) The drug is COc1ccc2c(c1)c(CC(=O)O)c(C)n2C(=O)c1ccc(Cl)cc1. The target protein sequence is ANPCCSNPCQNRGECMSTGFDQYKCDCTRTGFYGENCTTPEFLTRIKLLLKPTPNTVHYILTHFKGVWNIVNNIPFLRSLIMKYVLTSRSYLIDSPPTYNVHYGYKSWEAFSNLSYYTRALPPVADDCPTPMGVKGNKELPDSKEVLEKVLLRREFIPDPQGSNMMFAFFAQHFTHQFFKTDHKRGPGFTRGLGHGVDLNHIYGETLDRQHKLRLFKDGKLKYQVIGGEVYPPTVKDTQVEMIYPPHIPENLQFAVGQEVFGLVPGLMMYATIWLREHNRVCDILKQEHPEWGDEQLFQTSRLILIGETIKIVIEDYVQHLSGFHFKLKFDPELLFNQQFQYQNRIASEFNTLYHWHPLLPDTFNIEDQEYSFKQFLYNNSILLEHGLTQFVESFTRQIAGRVAGGRNVPIAVQAVAKASIDQSREMKYQSLNEYRKRFSLKPYTSFEELTGEKEMAAELKALYSDIDVMELYPALLVEKPRPDAIFGETMVELGAPFSL.... The pIC50 is 5.4. (6) The small molecule is CC[C@@H](NC(=O)c1cc(C(=O)NC(C)c2nnn(C)n2)n2c1COCC2)c1ccccc1. The pIC50 is 5.8. The target protein (O14649) has sequence MKRQNVRTLALIVCTFTYLLVGAAVFDALESEPELIERQRLELRQQELRARYNLSQGGYEELERVVLRLKPHKAGVQWRFAGSFYFAITVITTIGYGHAAPSTDGGKVFCMFYALLGIPLTLVMFQSLGERINTLVRYLLHRAKKGLGMRRADVSMANMVLIGFFSCISTLCIGAAAFSHYEHWTFFQAYYYCFITLTTIGFGDYVALQKDQALQTQPQYVAFSFVYILTGLTVIGAFLNLVVLRFMTMNAEDEKRDAEHRALLTRNGQAGGGGGGGSAHTTDTASSTAAAGGGGFRNVYAEVLHFQSMCSCLWYKSREKLQYSIPMIIPRDLSTSDTCVEQSHSSPGGGGRYSDTPSRRCLCSGAPRSAISSVSTGLHSLSTFRGLMKRRSSV. (7) The compound is COc1cc(-c2nc3sc4c(c3c(=O)[nH]2)CCCCC4)cc(OC)c1OC. The target protein (P38936) has sequence MSEPAGDVRQNPCGSKACRRLFGPVDSEQLSRDCDALMAGCIQEARERWNFDFVTETPLEGDFAWERVRGLGLPKLYLPTGPRRGRDELGGGRRPGTSPALLQGTAEEDHVDLSLSCTLVPRSGEQAEGSPGGPGDSQGRKRRQTSMTDFYHSKRRLIFSKRKP. The pIC50 is 5.2.